This data is from Retrosynthesis with 50K atom-mapped reactions and 10 reaction types from USPTO. The task is: Predict the reactants needed to synthesize the given product. (1) Given the product CN1Cc2c(c(Nc3nc(Nc4ccc(CP5(=O)OCCCO5)cc4)ncc3C(F)(F)F)ccc2[C@H]2CC[C@H](O)CC2)C1=O, predict the reactants needed to synthesize it. The reactants are: CN1Cc2c(C3CCC(O)CC3)ccc(N)c2C1=O.O=P1(Cc2ccc(Nc3ncc(C(F)(F)F)c(Cl)n3)cc2)OCCCO1. (2) The reactants are: Nc1ccc2cc(-c3ccccc3C(F)(F)F)[nH]c(=O)c2c1.O=C(O)CCl. Given the product O=C(CCl)Nc1ccc2cc(-c3ccccc3C(F)(F)F)[nH]c(=O)c2c1, predict the reactants needed to synthesize it. (3) The reactants are: CC(=O)OC[C@@H](C)n1ccc2c(C(=O)NCC3(O)CCCCCC3)c(Cl)ccc2c1=O. Given the product C[C@H](CO)n1ccc2c(C(=O)NCC3(O)CCCCCC3)c(Cl)ccc2c1=O, predict the reactants needed to synthesize it.